This data is from Forward reaction prediction with 1.9M reactions from USPTO patents (1976-2016). The task is: Predict the product of the given reaction. (1) Given the reactants [NH2:1][C:2]1[C:7]([C:8]2[CH:13]=[CH:12][CH:11]=[C:10]([Cl:14])[C:9]=2[Cl:15])=[N:6][CH:5]=[C:4](Cl)[N:3]=1.[CH3:17][NH:18][CH3:19], predict the reaction product. The product is: [NH2:1][C:2]1[C:7]([C:8]2[CH:13]=[CH:12][CH:11]=[C:10]([Cl:14])[C:9]=2[Cl:15])=[N:6][CH:5]=[C:4]([N:18]([CH3:19])[CH3:17])[N:3]=1. (2) Given the reactants [NH:1]1[C:5](=[O:6])[CH2:4][CH2:3][C@H:2]1[C:7]([O:9][CH2:10][CH3:11])=[O:8].N1C(=O)CC[C@H]1C(O)=O.[CH2:21](O)[CH2:22][CH2:23][CH2:24][CH2:25][CH2:26]CC, predict the reaction product. The product is: [NH:1]1[C:5](=[O:6])[CH2:4][CH2:3][C@H:2]1[C:7]([O:9][CH2:10][CH2:11][CH2:21][CH2:22][CH2:23][CH2:24][CH2:25][CH3:26])=[O:8]. (3) Given the reactants [CH:1]([N:4]1[CH2:12][C:11]2[C:10]([NH:13][CH2:14][C:15]3[CH:16]=[N:17][C:18]4[C:23]([CH:24]=3)=[CH:22][CH:21]=[CH:20][CH:19]=4)=[N:9][C:8]([N:25]3[CH2:30][CH2:29][NH:28][CH2:27][CH2:26]3)=[N:7][C:6]=2[C:5]1=[O:31])([CH3:3])[CH3:2].[CH3:32][S:33](Cl)(=[O:35])=[O:34], predict the reaction product. The product is: [CH3:2][CH:1]([N:4]1[CH2:12][C:11]2[C:10]([NH:13][CH2:14][C:15]3[CH:16]=[N:17][C:18]4[C:23]([CH:24]=3)=[CH:22][CH:21]=[CH:20][CH:19]=4)=[N:9][C:8]([N:25]3[CH2:26][CH2:27][N:28]([S:33]([CH3:32])(=[O:35])=[O:34])[CH2:29][CH2:30]3)=[N:7][C:6]=2[C:5]1=[O:31])[CH3:3]. (4) Given the reactants [CH3:1][CH:2]1[CH2:11][C:10]2[N:9]=[N:8][C:7]([C:12]3[CH:17]=[CH:16][CH:15]=[C:14]([C:18]([F:21])([F:20])[F:19])[CH:13]=3)=[CH:6][C:5]=2[CH:4]([OH:22])[CH2:3]1.[C:23](OC(=O)C)(=[O:25])[CH3:24], predict the reaction product. The product is: [C:23]([O:22][CH:4]1[CH2:3][CH:2]([CH3:1])[CH2:11][C:10]2[N:9]=[N:8][C:7]([C:12]3[CH:17]=[CH:16][CH:15]=[C:14]([C:18]([F:21])([F:20])[F:19])[CH:13]=3)=[CH:6][C:5]1=2)(=[O:25])[CH3:24]. (5) Given the reactants [C:1]([C:5]1[CH:6]=[C:7]([N:15]2[C:19]([CH:20]([CH:23]3[CH2:28][CH2:27][CH2:26][CH2:25][CH2:24]3)[O:21][CH3:22])=[C:18]([CH3:29])[C:17]([C:30](O)=[O:31])=[CH:16]2)[CH:8]=[C:9]([C:11]2([CH3:14])[CH2:13][CH2:12]2)[CH:10]=1)([CH3:4])([CH3:3])[CH3:2].CN(C(ON1N=[N:48][C:43]2[CH:44]=[CH:45]C=N[C:42]1=2)=[N+](C)C)C.F[P-](F)(F)(F)(F)F.CN([CH:60]=[O:61])C, predict the reaction product. The product is: [C:11]([C:9]1[CH:8]=[C:7]([N:15]2[C:19]([CH:20]([CH:23]3[CH2:24][CH2:25][CH2:26][CH2:27][CH2:28]3)[O:21][CH3:22])=[C:18]([CH3:29])[C:17]([C:30]([NH:48][CH:43]3[CH2:42][CH2:60][O:61][CH2:45][CH2:44]3)=[O:31])=[CH:16]2)[CH:6]=[C:5]([C:1]2([CH3:2])[CH2:3][CH2:4]2)[CH:10]=1)([CH3:14])([CH3:13])[CH3:12]. (6) Given the reactants [CH3:1][N:2]1[C:6]2[CH:7]=[CH:8][CH:9]=[C:10]([NH2:11])[C:5]=2[N:4]=[CH:3]1.[CH:12]([O:15][C:16]1[CH:21]=[CH:20][N:19]=[CH:18][C:17]=1[N:22]=[C:23]=[S:24])([CH3:14])[CH3:13], predict the reaction product. The product is: [CH:12]([O:15][C:16]1[CH:21]=[CH:20][N:19]=[CH:18][C:17]=1[NH:22][C:23]([NH:11][C:10]1[C:5]2[N:4]=[CH:3][N:2]([CH3:1])[C:6]=2[CH:7]=[CH:8][CH:9]=1)=[S:24])([CH3:14])[CH3:13]. (7) Given the reactants [NH2:1][C:2]1[CH:3]=[C:4]([C:8]2[N:16]([CH2:17][C:18]3[C:23]([F:24])=[CH:22][CH:21]=[CH:20][C:19]=3[Cl:25])[C:15]3[C:14](=[O:26])[N:13]([CH3:27])[C:12](=[O:28])[N:11]([CH3:29])[C:10]=3[N:9]=2)[CH:5]=[CH:6][CH:7]=1.[F:30][C:31]([F:42])([F:41])[C:32](O[C:32](=[O:33])[C:31]([F:42])([F:41])[F:30])=[O:33], predict the reaction product. The product is: [Cl:25][C:19]1[CH:20]=[CH:21][CH:22]=[C:23]([F:24])[C:18]=1[CH2:17][N:16]1[C:15]2[C:14](=[O:26])[N:13]([CH3:27])[C:12](=[O:28])[N:11]([CH3:29])[C:10]=2[N:9]=[C:8]1[C:4]1[CH:3]=[C:2]([NH:1][C:32](=[O:33])[C:31]([F:42])([F:41])[F:30])[CH:7]=[CH:6][CH:5]=1. (8) Given the reactants [N+:1]([C:4]1[N:9]=[CH:8][C:7]([C:10]2[CH2:15][CH2:14][N:13]([C:16]([O:18][C:19]([CH3:22])([CH3:21])[CH3:20])=[O:17])[CH2:12][CH:11]=2)=[CH:6][CH:5]=1)([O-])=O, predict the reaction product. The product is: [NH2:1][C:4]1[N:9]=[CH:8][C:7]([CH:10]2[CH2:15][CH2:14][N:13]([C:16]([O:18][C:19]([CH3:22])([CH3:21])[CH3:20])=[O:17])[CH2:12][CH2:11]2)=[CH:6][CH:5]=1. (9) Given the reactants [Cl:1][C:2]1[CH:3]=[C:4]([NH:19][C:20]2[C:30]3[CH:29]=[C:28]([C:31]([OH:33])=O)[CH2:27][CH2:26][NH:25][C:24]=3[N:23]=[CH:22][N:21]=2)[CH:5]=[CH:6][C:7]=1[O:8][C:9]1[CH:14]=[CH:13][CH:12]=[C:11]([C:15]([F:18])([F:17])[F:16])[CH:10]=1.Cl.[CH3:35][O:36][CH:37]([CH2:43][O:44][CH3:45])[CH2:38][O:39][CH2:40][CH2:41][NH2:42].ON1C2C=CC=CC=2N=N1.Cl.C(N=C=NCCCN(C)C)C, predict the reaction product. The product is: [Cl:1][C:2]1[CH:3]=[C:4]([NH:19][C:20]2[C:30]3[CH:29]=[C:28]([C:31]([NH:42][CH2:41][CH2:40][O:39][CH2:38][CH:37]([O:36][CH3:35])[CH2:43][O:44][CH3:45])=[O:33])[CH2:27][CH2:26][NH:25][C:24]=3[N:23]=[CH:22][N:21]=2)[CH:5]=[CH:6][C:7]=1[O:8][C:9]1[CH:14]=[CH:13][CH:12]=[C:11]([C:15]([F:18])([F:17])[F:16])[CH:10]=1.